Dataset: NCI-60 drug combinations with 297,098 pairs across 59 cell lines. Task: Regression. Given two drug SMILES strings and cell line genomic features, predict the synergy score measuring deviation from expected non-interaction effect. Drug 1: CC1CCC2CC(C(=CC=CC=CC(CC(C(=O)C(C(C(=CC(C(=O)CC(OC(=O)C3CCCCN3C(=O)C(=O)C1(O2)O)C(C)CC4CCC(C(C4)OC)OCCO)C)C)O)OC)C)C)C)OC. Drug 2: C1CN1C2=NC(=NC(=N2)N3CC3)N4CC4. Cell line: OVCAR-4. Synergy scores: CSS=23.6, Synergy_ZIP=-7.44, Synergy_Bliss=-1.70, Synergy_Loewe=-0.660, Synergy_HSA=-0.195.